This data is from Full USPTO retrosynthesis dataset with 1.9M reactions from patents (1976-2016). The task is: Predict the reactants needed to synthesize the given product. (1) Given the product [Cl:37][C:38]1[C:43]([O:44][CH3:45])=[N:42][C:41](/[C:46](/[C:48]2[CH:53]=[CH:52][C:51]([S:54][CH3:55])=[CH:50][CH:49]=2)=[CH:17]/[CH:12]2[CH2:16][CH2:15][CH2:14][CH2:13]2)=[CH:40][CH:39]=1, predict the reactants needed to synthesize it. The reactants are: C[Si](C)(C)[N-][Si](C)(C)C.[Li+].[I-].[CH:12]1([CH2:17][P+](C2C=CC=CC=2)(C2C=CC=CC=2)C2C=CC=CC=2)[CH2:16][CH2:15][CH2:14][CH2:13]1.[Cl:37][C:38]1[CH:39]=[CH:40][C:41]([C:46]([C:48]2[CH:53]=[CH:52][C:51]([S:54][CH3:55])=[CH:50][CH:49]=2)=O)=[N:42][C:43]=1[O:44][CH3:45].O. (2) Given the product [CH3:76][C:73]1[CH:72]=[C:71]([C:77]([O:79][CH2:80][CH3:81])=[O:78])[C:70]([C:65]2[C:22]([C:17]3[CH:12]=[CH:13][CH:20]=[CH:19][C:18]=3[O:27][CH2:28][C:29]3[CH:30]=[CH:31][CH:32]=[CH:33][CH:34]=3)=[CH:21][CH:23]=[CH:69][CH:64]=2)=[CH:75][CH:74]=1, predict the reactants needed to synthesize it. The reactants are: C(NC1C=C(C(OCC)=O)C(C2[C:12]([C:17]3[CH:22]=[C:21]([C:23](F)(F)F)[CH:20]=[CH:19][C:18]=3[O:27][CH2:28][C:29]3[CH:34]=[CH:33][CH:32]=[CH:31][CH:30]=3)=[CH:13]C=CC=2)=CC=1)(=O)C.C1(COC2C=CC=CC=2C2C=CC=CC=2B(O)O)C=CC=CC=1.Br[C:64]1[CH:69]=CC=C[C:65]=1[C:70]1[C:71]([C:77]([O:79][CH2:80][CH3:81])=[O:78])=[CH:72][C:73]([CH3:76])=[CH:74][CH:75]=1. (3) Given the product [NH2:16][C:11]1[CH:12]=[C:13]2[C:8](=[CH:9][CH:10]=1)[C:7](=[O:19])[N:6]([CH:3]([CH3:4])[CH3:5])[C:14]2=[O:15], predict the reactants needed to synthesize it. The reactants are: [BH4-].[Na+].[CH:3]([N:6]1[C:14](=[O:15])[C:13]2[C:8](=[CH:9][CH:10]=[C:11]([N+:16]([O-])=O)[CH:12]=2)[C:7]1=[O:19])([CH3:5])[CH3:4].O.O.[Sn](Cl)Cl.[OH-].[Na+].